Predict the reactants needed to synthesize the given product. From a dataset of Full USPTO retrosynthesis dataset with 1.9M reactions from patents (1976-2016). (1) Given the product [CH2:22]([O:21][C:19](=[O:20])[C:18]([O:4][C:3]1[CH:5]=[CH:6][C:7]([OH:10])=[C:8]([CH3:9])[C:2]=1[CH3:1])([CH3:25])[CH3:24])[CH3:23], predict the reactants needed to synthesize it. The reactants are: [CH3:1][C:2]1[C:8]([CH3:9])=[C:7]([OH:10])[CH:6]=[CH:5][C:3]=1[OH:4].C(=O)([O-])[O-].[Cs+].[Cs+].Br[C:18]([CH3:25])([CH3:24])[C:19]([O:21][CH2:22][CH3:23])=[O:20].[NH4+].[Cl-]. (2) Given the product [F:12][C:8]1[C:7]([F:13])=[C:6]([F:14])[CH:5]=[C:4]2[C:9]=1[CH:10]=[CH:11][C:2]([CH3:17])=[C:3]2[CH:15]=[O:16], predict the reactants needed to synthesize it. The reactants are: Br[C:2]1[CH:11]=[CH:10][C:9]2[C:4](=[CH:5][C:6]([F:14])=[C:7]([F:13])[C:8]=2[F:12])[C:3]=1[CH:15]=[O:16].[CH3:17][Sn](C)(C)C.O.